Predict the reactants needed to synthesize the given product. From a dataset of Full USPTO retrosynthesis dataset with 1.9M reactions from patents (1976-2016). (1) Given the product [C:1]([C:5]1[C:6](=[O:17])[N:7]([CH2:19][C:20]([O:22][CH3:23])=[O:21])[C:8]2[C:13]([N:14]=1)=[CH:12][CH:11]=[C:10]([O:15][CH3:16])[CH:9]=2)([CH3:4])([CH3:2])[CH3:3], predict the reactants needed to synthesize it. The reactants are: [C:1]([C:5]1[C:6](=[O:17])[NH:7][C:8]2[C:13]([N:14]=1)=[CH:12][CH:11]=[C:10]([O:15][CH3:16])[CH:9]=2)([CH3:4])([CH3:3])[CH3:2].Br[CH2:19][C:20]([O:22][CH3:23])=[O:21].C(=O)([O-])[O-].[Cs+].[Cs+]. (2) Given the product [CH2:31]([C@H:10]1[C:11](=[O:30])[N:12]([C@H:21]([CH2:27][CH2:28][CH3:29])[C:22]([O:24][CH2:25][CH3:26])=[O:23])[C@H:13]([C:14]2[CH:19]=[CH:18][C:17]([Cl:20])=[CH:16][CH:15]=2)[C@H:8]([C:5]2[CH:6]=[CH:7][C:2]([Cl:1])=[CH:3][CH:4]=2)[O:9]1)[C:32]1[CH:37]=[CH:36][CH:35]=[CH:34][CH:33]=1, predict the reactants needed to synthesize it. The reactants are: [Cl:1][C:2]1[CH:7]=[CH:6][C:5]([C@H:8]2[C@@H:13]([C:14]3[CH:19]=[CH:18][C:17]([Cl:20])=[CH:16][CH:15]=3)[N:12]([C@H:21]([CH2:27][CH2:28][CH3:29])[C:22]([O:24][CH2:25][CH3:26])=[O:23])[C:11](=[O:30])[CH2:10][O:9]2)=[CH:4][CH:3]=1.[CH2:31](Br)[C:32]1[CH:37]=[CH:36][CH:35]=[CH:34][CH:33]=1.[Li+].C[Si]([N-][Si](C)(C)C)(C)C. (3) The reactants are: Cl.[C:2]([O:6][C:7](=[O:21])[CH2:8][O:9][C:10]1[C:19]2[CH2:18][CH2:17][CH2:16][C@@H:15]([NH2:20])[C:14]=2[CH:13]=[CH:12][CH:11]=1)([CH3:5])([CH3:4])[CH3:3].C(N(CC)C(C)C)(C)C.[F:31][C:32]1[CH:33]=[C:34]([S:42](Cl)(=[O:44])=[O:43])[CH:35]=[C:36]([C:38]([F:41])([F:40])[F:39])[CH:37]=1. Given the product [C:2]([O:6][C:7](=[O:21])[CH2:8][O:9][C:10]1[C:19]2[CH2:18][CH2:17][CH2:16][C@@H:15]([NH:20][S:42]([C:34]3[CH:35]=[C:36]([C:38]([F:39])([F:40])[F:41])[CH:37]=[C:32]([F:31])[CH:33]=3)(=[O:44])=[O:43])[C:14]=2[CH:13]=[CH:12][CH:11]=1)([CH3:5])([CH3:3])[CH3:4], predict the reactants needed to synthesize it. (4) Given the product [CH3:1][O:2][C:3]1[CH:4]=[C:5]([NH:15][C:16]2[S:17][C:28]3[CH2:29][CH2:30][CH2:31][CH:26]([C:22]4[CH:23]=[CH:24][CH:25]=[CH:20][CH:21]=4)[C:27]=3[N:18]=2)[CH:6]=[CH:7][C:8]=1[C:9]1[S:13][C:12]([CH3:14])=[N:11][CH:10]=1, predict the reactants needed to synthesize it. The reactants are: [CH3:1][O:2][C:3]1[CH:4]=[C:5]([NH:15][C:16]([NH2:18])=[S:17])[CH:6]=[CH:7][C:8]=1[C:9]1[S:13][C:12]([CH3:14])=[N:11][CH:10]=1.Br[CH:20]1[CH2:25][CH2:24][CH2:23][CH:22]([C:26]2[CH:31]=[CH:30][CH:29]=[CH:28][CH:27]=2)[C:21]1=O. (5) Given the product [F:43][C:38]1[CH:39]=[CH:40][CH:41]=[CH:42][C:37]=1[O:36][C:17]([CH3:35])([CH2:18][C:19]1[CH:20]=[CH:21][C:22]([O:25][CH2:26][CH2:27][CH:28]2[CH2:32][N:31]([CH2:7][C:6]3[CH:9]=[CH:10][C:3]([C:2]([F:12])([F:11])[F:1])=[CH:4][CH:5]=3)[C:30](=[O:33])[N:29]2[CH3:34])=[CH:23][CH:24]=1)[C:16]([OH:44])=[O:15], predict the reactants needed to synthesize it. The reactants are: [F:1][C:2]([F:12])([F:11])[C:3]1[CH:10]=[CH:9][C:6]([CH2:7]Br)=[CH:5][CH:4]=1.C([O:15][C:16](=[O:44])[C:17]([O:36][C:37]1[CH:42]=[CH:41][CH:40]=[CH:39][C:38]=1[F:43])([CH3:35])[CH2:18][C:19]1[CH:24]=[CH:23][C:22]([O:25][CH2:26][CH2:27][CH:28]2[CH2:32][NH:31][C:30](=[O:33])[N:29]2[CH3:34])=[CH:21][CH:20]=1)C.[H-].[Na+]. (6) Given the product [C:1]([C:3]1[CH:4]=[C:5]([CH:9]=[C:10]([OH:12])[CH:11]=1)[C:6]([O:8][CH3:18])=[O:7])#[N:2], predict the reactants needed to synthesize it. The reactants are: [C:1]([C:3]1[CH:4]=[C:5]([CH:9]=[C:10]([OH:12])[CH:11]=1)[C:6]([OH:8])=[O:7])#[N:2].S(=O)(=O)(O)O.[CH3:18]O. (7) Given the product [C:46]([C:42]1[CH:43]=[C:44]2[C:39](=[CH:40][CH:41]=1)[C:38](=[O:50])[N:37]([C:23]1[CH:24]=[CH:25][CH:26]=[C:27]([C:2]3[CH:3]=[C:4]([NH:10][C:11]4[CH:16]=[CH:15][N:14]=[CH:13][N:12]=4)[C:5](=[O:9])[N:6]([CH3:8])[CH:7]=3)[C:22]=1[CH2:21][OH:20])[CH2:45]2)([CH3:49])([CH3:47])[CH3:48], predict the reactants needed to synthesize it. The reactants are: Br[C:2]1[CH:3]=[C:4]([NH:10][C:11]2[CH:16]=[CH:15][N:14]=[CH:13][N:12]=2)[C:5](=[O:9])[N:6]([CH3:8])[CH:7]=1.C([O:20][CH2:21][C:22]1[C:27](B2OC(C)(C)C(C)(C)O2)=[CH:26][CH:25]=[CH:24][C:23]=1[N:37]1[CH2:45][C:44]2[C:39](=[CH:40][CH:41]=[C:42]([C:46]([CH3:49])([CH3:48])[CH3:47])[CH:43]=2)[C:38]1=[O:50])(=O)C. (8) The reactants are: [F:1][C:2]1[CH:7]=[C:6](I)[CH:5]=[CH:4][C:3]=1[N:9]1[CH:14]=[C:13]([O:15][CH3:16])[C:12](=[O:17])[C:11]([C:18]2[N:22]([C:23]3[CH:28]=[CH:27][CH:26]=[CH:25][CH:24]=3)[N:21]=[CH:20][CH:19]=2)=[N:10]1.Cl.[F:30][C:31]([F:38])([F:37])[CH:32]1[CH2:36][CH2:35][NH:34][CH2:33]1.O(C(C)(C)C)[Na].CC1(C)C2C(=C(P(C3C=CC=CC=3)C3C=CC=CC=3)C=CC=2)OC2C(P(C3C=CC=CC=3)C3C=CC=CC=3)=CC=CC1=2. Given the product [F:1][C:2]1[CH:7]=[C:6]([N:34]2[CH2:35][CH2:36][CH:32]([C:31]([F:38])([F:37])[F:30])[CH2:33]2)[CH:5]=[CH:4][C:3]=1[N:9]1[CH:14]=[C:13]([O:15][CH3:16])[C:12](=[O:17])[C:11]([C:18]2[N:22]([C:23]3[CH:28]=[CH:27][CH:26]=[CH:25][CH:24]=3)[N:21]=[CH:20][CH:19]=2)=[N:10]1, predict the reactants needed to synthesize it. (9) Given the product [Cl:19][C:17]1[CH:16]=[CH:15][CH:14]=[C:13]([CH:18]=1)[CH:12]([O:20][CH2:21][C:22]1[CH:23]=[CH:24][C:25]([Cl:28])=[CH:26][CH:27]=1)[N:8]1[C:9]([CH3:11])=[CH:10][C:6]([CH2:5][CH2:4][C:3]([OH:29])=[O:2])=[N:7]1, predict the reactants needed to synthesize it. The reactants are: C[O:2][C:3](=[O:29])[CH2:4][CH2:5][C:6]1[CH:10]=[C:9]([CH3:11])[N:8]([CH:12]([O:20][CH2:21][C:22]2[CH:27]=[CH:26][C:25]([Cl:28])=[CH:24][CH:23]=2)[C:13]2[CH:18]=[C:17]([Cl:19])[CH:16]=[CH:15][CH:14]=2)[N:7]=1.[Li+].[OH-].